The task is: Regression. Given a peptide amino acid sequence and an MHC pseudo amino acid sequence, predict their binding affinity value. This is MHC class II binding data.. This data is from Peptide-MHC class II binding affinity with 134,281 pairs from IEDB. The peptide sequence is YDKFLANKSTVLTGK. The MHC is DRB1_1602 with pseudo-sequence DRB1_1602. The binding affinity (normalized) is 0.783.